Dataset: Forward reaction prediction with 1.9M reactions from USPTO patents (1976-2016). Task: Predict the product of the given reaction. The product is: [F:21][C:18]1[CH:17]=[CH:16][C:15]([CH2:14][C:11]2[CH:12]=[C:13]3[C:8]([C:7]([OH:22])=[C:6]([C:23]([NH:25][C:26]([CH3:29])([CH3:30])[CH2:27][OH:28])=[O:24])[C:5](=[O:31])[N:4]3[CH2:3][CH2:2][NH:1][C:38]([N:32]3[CH2:37][CH2:36][O:35][CH2:34][CH2:33]3)=[O:39])=[N:9][CH:10]=2)=[CH:20][CH:19]=1. Given the reactants [NH2:1][CH2:2][CH2:3][N:4]1[C:13]2[C:8](=[N:9][CH:10]=[C:11]([CH2:14][C:15]3[CH:20]=[CH:19][C:18]([F:21])=[CH:17][CH:16]=3)[CH:12]=2)[C:7]([OH:22])=[C:6]([C:23]([NH:25][C:26]([CH3:30])([CH3:29])[CH2:27][OH:28])=[O:24])[C:5]1=[O:31].[N:32]1([C:38](Cl)=[O:39])[CH2:37][CH2:36][O:35][CH2:34][CH2:33]1, predict the reaction product.